From a dataset of CYP2D6 inhibition data for predicting drug metabolism from PubChem BioAssay. Regression/Classification. Given a drug SMILES string, predict its absorption, distribution, metabolism, or excretion properties. Task type varies by dataset: regression for continuous measurements (e.g., permeability, clearance, half-life) or binary classification for categorical outcomes (e.g., BBB penetration, CYP inhibition). Dataset: cyp2d6_veith. (1) The compound is CC1(C)CC(=O)C(CCC(=O)c2ccccc2)C(C)(C)N1. The result is 1 (inhibitor). (2) The molecule is CCNc1ncc2nc(-c3cc(F)cc(F)c3)c(=O)n(-c3ccccc3)c2n1. The result is 1 (inhibitor). (3) The compound is Cc1ccccc1-n1c(=O)cc(N2CC(C)OC(C)C2)[nH]c1=O. The result is 0 (non-inhibitor). (4) The molecule is CCOC(=O)C1C(=O)C=C(c2ccc(C)cc2)CC1c1ccco1. The result is 0 (non-inhibitor). (5) The compound is CCCC[N+]12CCC(CC1)C(C(=O)c1cccs1)C2.[Br-]. The result is 1 (inhibitor). (6) The drug is COc1ccccc1CN(Cc1cc2cc(C)cc(C)c2[nH]c1=O)Cc1nnnn1CC1CCCO1. The result is 0 (non-inhibitor). (7) The molecule is COCCn1c(=O)c(C)nc2cnc(Nc3cccc(OC)c3)nc21. The result is 0 (non-inhibitor). (8) The compound is O=C(COc1ccccc1Cl)Nc1cc(Cl)ccc1Oc1ccccc1. The result is 0 (non-inhibitor). (9) The molecule is Cc1cc(Br)ccc1NCc1ccccn1.O=C(O)C(=O)O. The result is 1 (inhibitor).